Dataset: Full USPTO retrosynthesis dataset with 1.9M reactions from patents (1976-2016). Task: Predict the reactants needed to synthesize the given product. (1) Given the product [CH:37]1([N:14]2[CH2:13][CH2:12][CH:11]([O:10][C:9]3[CH:8]=[CH:7][C:6]([N:1]4[CH:5]=[CH:4][N:3]=[CH:2]4)=[CH:18][CH:17]=3)[CH2:16][CH2:15]2)[CH2:38][CH2:39][CH2:40][CH2:35]1, predict the reactants needed to synthesize it. The reactants are: [N:1]1([C:6]2[CH:18]=[CH:17][C:9]([O:10][CH:11]3[CH2:16][CH2:15][NH:14][CH2:13][CH2:12]3)=[CH:8][CH:7]=2)[CH:5]=[CH:4][N:3]=[CH:2]1.C(=O)C(C)C.C([Sn](Cl)(Cl)CCCC)CCC.[C:35]1([SiH3])[CH:40]=[CH:39][CH:38]=[CH:37]C=1. (2) Given the product [C:6]([N:30]1[CH2:31][CH2:32][CH:27]([N:18]2[C:17](=[O:16])[C:25]3[C:20](=[CH:21][CH:22]=[CH:23][CH:24]=3)[C:19]2=[O:26])[CH:28]([NH:33][C:34](=[O:40])[O:35][C:36]([CH3:38])([CH3:37])[CH3:39])[CH2:29]1)(=[O:8])[CH3:7], predict the reactants needed to synthesize it. The reactants are: C(=O)([O-])O.[Na+].[C:6](Cl)(=[O:8])[CH3:7].C1COCC1.O.[O:16]=[C:17]1[C:25]2[C:20](=[CH:21][CH:22]=[CH:23][CH:24]=2)[C:19](=[O:26])[N:18]1[CH:27]1[CH2:32][CH2:31][NH:30][CH2:29][CH:28]1[NH:33][C:34](=[O:40])[O:35][C:36]([CH3:39])([CH3:38])[CH3:37]. (3) Given the product [CH3:1][O:2][C:3](=[O:14])[CH:4]([N:13]1[CH2:49][C:48]([O:50][C:51]2[C:56]([F:57])=[CH:55][CH:54]=[CH:53][C:52]=2[F:58])=[CH:47][C:46]1=[O:59])[CH2:5][CH:6]1[CH2:11][CH:10]2[CH2:12][CH:7]1[CH2:8][CH2:9]2, predict the reactants needed to synthesize it. The reactants are: [CH3:1][O:2][C:3](=[O:14])[CH:4]([NH2:13])[CH2:5][CH:6]1[CH2:11][CH:10]2[CH2:12][CH:7]1[CH2:8][CH2:9]2.C(N(CC)C(C)C)(C)C.C1(C[C@H](N2[CH2:49][C:48]([O:50][C:51]3[C:56]([F:57])=[CH:55][CH:54]=[CH:53][C:52]=3[F:58])=[CH:47][C:46]2=[O:59])C(NC2C=CN(CC(O)(C)C)N=2)=O)CCCCC1. (4) Given the product [Cl:1][C:2]1[CH:3]=[C:4]2[C:8](=[CH:9][C:10]=1[O:11][CH3:12])/[C:7](=[C:16](\[C:14]#[N:15])/[C:17]([O:19][CH2:20][CH3:21])=[O:18])/[CH2:6][CH2:5]2, predict the reactants needed to synthesize it. The reactants are: [Cl:1][C:2]1[CH:3]=[C:4]2[C:8](=[CH:9][C:10]=1[O:11][CH3:12])[C:7](=O)[CH2:6][CH2:5]2.[C:14]([CH2:16][C:17]([O:19][CH2:20][CH3:21])=[O:18])#[N:15].CC(O)=O.C([O-])(=O)C.[NH4+].